This data is from Reaction yield outcomes from USPTO patents with 853,638 reactions. The task is: Predict the reaction yield, written as a fraction of the theoretical maximum amount of product (1.0 means a 100% yield; for example, 0.34 means a 34% yield). (1) The reactants are [CH3:1][NH:2][C:3]([C:5]1[CH:10]=[C:9]([O:11][C:12]2[CH:17]=[CH:16][C:15]([CH2:18][CH2:19][C:20]([OH:22])=O)=[CH:14][CH:13]=2)[CH:8]=[CH:7][N:6]=1)=[O:4].[F:23][C:24]([F:33])([F:32])[C:25]1[CH:26]=[C:27]([CH:29]=[CH:30][CH:31]=1)[NH2:28].CN(C(ON1N=NC2C=CC=NC1=2)=[N+](C)C)C.F[P-](F)(F)(F)(F)F.CCN(C(C)C)C(C)C. The catalyst is CN(C=O)C.CCOC(C)=O. The product is [CH3:1][NH:2][C:3]([C:5]1[CH:10]=[C:9]([O:11][C:12]2[CH:13]=[CH:14][C:15]([CH2:18][CH2:19][C:20](=[O:22])[NH:28][C:27]3[CH:29]=[CH:30][CH:31]=[C:25]([C:24]([F:23])([F:32])[F:33])[CH:26]=3)=[CH:16][CH:17]=2)[CH:8]=[CH:7][N:6]=1)=[O:4]. The yield is 0.320. (2) The reactants are [F:1][C:2]([F:11])([F:10])[C:3]1[CH:4]([NH2:9])[NH:5][CH:6]=[CH:7][CH:8]=1.[CH3:12][O:13][C:14](=[O:19])[C:15]([CH2:17]Br)=O. The catalyst is CN(C=O)C. The product is [CH3:12][O:13][C:14]([C:15]1[N:9]=[C:4]2[C:3]([C:2]([F:1])([F:10])[F:11])=[CH:8][CH:7]=[CH:6][N:5]2[CH:17]=1)=[O:19]. The yield is 0.800. (3) The reactants are [F:1][C:2]1[C:10]([F:11])=[CH:9][C:5]([C:6]([NH2:8])=O)=[C:4]([N+:12]([O-:14])=[O:13])[CH:3]=1.CCN(CC)CC. The catalyst is C(Cl)Cl. The product is [F:1][C:2]1[C:10]([F:11])=[CH:9][C:5]([C:6]#[N:8])=[C:4]([N+:12]([O-:14])=[O:13])[CH:3]=1. The yield is 1.00. (4) The reactants are C([O:3][C:4]([C:6]1[C:7]([CH2:15][CH3:16])=[N:8][N:9]2[CH:14]=[CH:13][CH:12]=[CH:11][C:10]=12)=O)C.[H-].[Al+3].[Li+].[H-].[H-].[H-].O. The catalyst is O1CCCC1. The product is [CH2:15]([C:7]1[C:6]([CH2:4][OH:3])=[C:10]2[CH:11]=[CH:12][CH:13]=[CH:14][N:9]2[N:8]=1)[CH3:16]. The yield is 0.800. (5) The reactants are Cl[C:2]1[N:11]=[CH:10][C:9]([Cl:12])=[CH:8][C:3]=1[C:4]([O:6][CH3:7])=[O:5].[NH3:13]. The catalyst is CC(C)=O.CO. The product is [NH2:13][C:2]1[N:11]=[CH:10][C:9]([Cl:12])=[CH:8][C:3]=1[C:4]([O:6][CH3:7])=[O:5]. The yield is 0.750. (6) The reactants are [CH:1](NC(C)C)(C)C.[Li].[CH2:9]([O:11][C:12](=[O:23])[CH:13]([C:15]1[CH:20]=[CH:19][CH:18]=[C:17]([O:21][CH3:22])[CH:16]=1)[CH3:14])[CH3:10].IC.Cl. The catalyst is C1COCC1. The product is [CH2:9]([O:11][C:12](=[O:23])[C:13]([C:15]1[CH:20]=[CH:19][CH:18]=[C:17]([O:21][CH3:22])[CH:16]=1)([CH3:1])[CH3:14])[CH3:10]. The yield is 0.920. (7) The reactants are [Br:1][C:2]1[C:7]([O:8][CH3:9])=[CH:6][CH:5]=[CH:4][C:3]=1[O:10][CH3:11].[Br:12]N1C(=O)CCC1=O. The catalyst is C(#N)C. The product is [Br:1][C:2]1[C:7]([O:8][CH3:9])=[CH:6][CH:5]=[C:4]([Br:12])[C:3]=1[O:10][CH3:11]. The yield is 0.950.